Dataset: Full USPTO retrosynthesis dataset with 1.9M reactions from patents (1976-2016). Task: Predict the reactants needed to synthesize the given product. (1) Given the product [F:19][C:16]1[CH:17]=[CH:18][C:13]([CH2:12][N:10]([CH3:11])[C:8]([C:7]2[CH2:24][N:26]([CH2:27][CH2:28][CH2:29][C:30]([OH:32])=[O:31])[C:4](=[O:22])[C:5]=2[OH:6])=[O:9])=[C:14]([S:20][CH3:21])[CH:15]=1, predict the reactants needed to synthesize it. The reactants are: CC1(C)[O:6][C:5](=[CH:7][C:8]([N:10]([CH2:12][C:13]2[CH:18]=[CH:17][C:16]([F:19])=[CH:15][C:14]=2[S:20][CH3:21])[CH3:11])=[O:9])[C:4](=[O:22])O1.[CH2:24]=O.[NH2:26][CH2:27][CH2:28][CH2:29][C:30]([OH:32])=[O:31]. (2) Given the product [CH3:32][C:18]([NH:33][C:14]([C:11]1[CH:10]=[CH:9][C:8]([C:5]2[CH:4]=[CH:3][C:2]([Cl:1])=[CH:7][CH:6]=2)=[CH:13][CH:12]=1)=[O:16])([CH3:17])[CH2:19][C:20]1[CH:25]=[CH:24][C:23]([CH2:26][N:27]2[CH2:31][CH2:30][CH2:29][CH2:28]2)=[CH:22][CH:21]=1, predict the reactants needed to synthesize it. The reactants are: [Cl:1][C:2]1[CH:7]=[CH:6][C:5]([C:8]2[CH:13]=[CH:12][C:11]([C:14]([OH:16])=O)=[CH:10][CH:9]=2)=[CH:4][CH:3]=1.[CH3:17][C:18]([NH2:33])([CH3:32])[CH2:19][C:20]1[CH:25]=[CH:24][C:23]([CH2:26][N:27]2[CH2:31][CH2:30][CH2:29][CH2:28]2)=[CH:22][CH:21]=1. (3) Given the product [Cl:20][C:21]1[C:29]2[C:24](=[CH:25][CH:26]=[C:27]([NH:30][C:2]3[CH:7]=[CH:6][N:5]=[C:4]4[CH:8]=[C:9]([C:11]([N:13]5[CH2:17][CH2:16][C@@H:15]([O:18][CH3:19])[CH2:14]5)=[O:12])[S:10][C:3]=34)[CH:28]=2)[NH:23][C:22]=1[CH3:31], predict the reactants needed to synthesize it. The reactants are: Cl[C:2]1[CH:7]=[CH:6][N:5]=[C:4]2[CH:8]=[C:9]([C:11]([N:13]3[CH2:17][CH2:16][C@@H:15]([O:18][CH3:19])[CH2:14]3)=[O:12])[S:10][C:3]=12.[Cl:20][C:21]1[C:29]2[C:24](=[CH:25][CH:26]=[C:27]([NH2:30])[CH:28]=2)[NH:23][C:22]=1[CH3:31]. (4) Given the product [NH2:20][C:21]1[C:32]([CH3:33])=[CH:31][CH:30]=[CH:29][C:22]=1[C:23]([C:4]1[CH:5]=[CH:6][CH:7]=[C:2]([F:1])[CH:3]=1)=[O:24], predict the reactants needed to synthesize it. The reactants are: [F:1][C:2]1[CH:7]=[CH:6][CH:5]=[C:4](I)[CH:3]=1.[Li]CCCC.CCCCCC.[NH2:20][C:21]1[C:32]([CH3:33])=[CH:31][CH:30]=[CH:29][C:22]=1[C:23](N(OC)C)=[O:24].Cl. (5) Given the product [Br:1][C:2]1[N:7]=[C:6]([NH:8][C@@H:9]([CH:11]2[CH2:16][CH2:15][O:14][CH2:13][CH2:12]2)[CH3:10])[CH:5]=[CH:4][C:3]=1[Cl:17], predict the reactants needed to synthesize it. The reactants are: [Br:1][C:2]1[N:7]=[C:6]([NH:8][C@@H:9]([CH:11]2[CH2:16][CH2:15][O:14][CH2:13][CH2:12]2)[CH3:10])[CH:5]=[CH:4][CH:3]=1.[Cl:17]N1C(=O)CCC1=O. (6) Given the product [CH3:1][O:2][C:3]1[CH:4]=[CH:5][C:6]([C:9]2[N:14]=[C:13]([NH:15][CH2:16][CH2:17][CH2:18][O:19][C:20]3[CH:21]=[C:22]4[C:26](=[CH:27][CH:28]=3)[C@H:25]([CH2:29][C:30]([OH:32])=[O:31])[CH2:24][CH2:23]4)[C:12]([C:35]([F:37])([F:38])[F:36])=[CH:11][CH:10]=2)=[CH:7][CH:8]=1, predict the reactants needed to synthesize it. The reactants are: [CH3:1][O:2][C:3]1[CH:8]=[CH:7][C:6]([C:9]2[N:14]=[C:13]([NH:15][CH2:16][CH2:17][CH2:18][O:19][C:20]3[CH:21]=[C:22]4[C:26](=[CH:27][CH:28]=3)[C@H:25]([CH2:29][C:30]([O:32]CC)=[O:31])[CH2:24][CH2:23]4)[C:12]([C:35]([F:38])([F:37])[F:36])=[CH:11][CH:10]=2)=[CH:5][CH:4]=1.O.[Li+].[OH-].